This data is from NCI-60 drug combinations with 297,098 pairs across 59 cell lines. The task is: Regression. Given two drug SMILES strings and cell line genomic features, predict the synergy score measuring deviation from expected non-interaction effect. Drug 1: CN1CCC(CC1)COC2=C(C=C3C(=C2)N=CN=C3NC4=C(C=C(C=C4)Br)F)OC. Drug 2: CCCCCOC(=O)NC1=NC(=O)N(C=C1F)C2C(C(C(O2)C)O)O. Cell line: A498. Synergy scores: CSS=14.4, Synergy_ZIP=-6.08, Synergy_Bliss=-5.08, Synergy_Loewe=-3.08, Synergy_HSA=-2.23.